This data is from Full USPTO retrosynthesis dataset with 1.9M reactions from patents (1976-2016). The task is: Predict the reactants needed to synthesize the given product. (1) Given the product [S:12]1[CH:16]=[CH:15][C:14]([C:17]2[N:18]=[CH:19][C:20]([CH2:21][NH:11][C:8]34[CH2:10][CH:4]5[CH2:5][CH:6]([CH2:1][CH:2]([CH2:3]5)[CH2:9]3)[CH2:7]4)=[CH:23][CH:24]=2)=[CH:13]1, predict the reactants needed to synthesize it. The reactants are: [CH2:1]1[CH:6]2[CH2:7][C:8]3([NH2:11])[CH2:10][CH:4]([CH2:5]2)[CH2:3][CH:2]1[CH2:9]3.[S:12]1[CH:16]=[CH:15][C:14]([C:17]2[CH:24]=[CH:23][C:20]([CH:21]=O)=[CH:19][N:18]=2)=[CH:13]1. (2) Given the product [ClH:1].[Cl:1][C:2]1[CH:7]=[C:6]([Cl:8])[CH:5]=[CH:4][C:3]=1[C:9]1([OH:38])[C:17]2[C:12](=[CH:13][C:14]([N:22]3[CH:26]=[CH:25][N:24]=[N:23]3)=[CH:15][C:16]=2[C:18]([F:20])([F:19])[F:21])[N:11]([CH2:27][C@H:28]2[CH2:29][C@H:30]([N:32]([CH2:33][CH3:34])[CH2:35][CH3:36])[CH2:31]2)[C:10]1=[O:37], predict the reactants needed to synthesize it. The reactants are: [Cl:1][C:2]1[CH:7]=[C:6]([Cl:8])[CH:5]=[CH:4][C:3]=1[C:9]1([OH:38])[C:17]2[C:12](=[CH:13][C:14]([N:22]3[CH:26]=[CH:25][N:24]=[N:23]3)=[CH:15][C:16]=2[C:18]([F:21])([F:20])[F:19])[N:11]([CH2:27][C@H:28]2[CH2:31][C@H:30]([N:32]([CH2:35][CH3:36])[CH2:33][CH3:34])[CH2:29]2)[C:10]1=[O:37].O.Cl. (3) The reactants are: F[C:2]1[N:7]2[CH:8]=[C:9]([CH2:11][N:12]([CH3:23])[CH:13]3[C:18]4=[N:19][CH:20]=[CH:21][CH:22]=[C:17]4[O:16][CH2:15][CH2:14]3)[N:10]=[C:6]2[CH:5]=[CH:4][CH:3]=1.[CH3:24][N:25]1[CH2:30][CH2:29][NH:28][CH2:27][CH2:26]1. Given the product [CH3:23][N:12]([CH2:11][C:9]1[N:10]=[C:6]2[CH:5]=[CH:4][CH:3]=[C:2]([N:28]3[CH2:29][CH2:30][N:25]([CH3:24])[CH2:26][CH2:27]3)[N:7]2[CH:8]=1)[CH:13]1[C:18]2=[N:19][CH:20]=[CH:21][CH:22]=[C:17]2[O:16][CH2:15][CH2:14]1, predict the reactants needed to synthesize it. (4) Given the product [Cl:15][C:7]1[CH:6]=[C:5]([S:2][CH3:1])[CH:14]=[CH:13][C:8]=1[C:9]([O:11][CH3:12])=[O:10], predict the reactants needed to synthesize it. The reactants are: [CH3:1][S-:2].[Na+].Br[C:5]1[CH:14]=[CH:13][C:8]([C:9]([O:11][CH3:12])=[O:10])=[C:7]([Cl:15])[CH:6]=1.Cl. (5) The reactants are: C1C=CC(P(C2C=CC=CC=2)C2C=CC=CC=2)=CC=1.[C:20]([O:24][C:25](=[O:40])[NH:26][C@@H:27]1[C:33](=[O:34])[NH:32][C:31]2[CH:35]=[C:36]([OH:39])[CH:37]=[CH:38][C:30]=2[CH2:29][CH2:28]1)([CH3:23])([CH3:22])[CH3:21].[N:41]1([CH2:46][CH2:47]O)[CH2:45][CH2:44][CH2:43][CH2:42]1.N(C(OC(C)(C)C)=O)=NC(OC(C)(C)C)=O. Given the product [C:20]([O:24][C:25](=[O:40])[NH:26][C@@H:27]1[C:33](=[O:34])[NH:32][C:31]2[CH:35]=[C:36]([O:39][CH2:47][CH2:46][N:41]3[CH2:45][CH2:44][CH2:43][CH2:42]3)[CH:37]=[CH:38][C:30]=2[CH2:29][CH2:28]1)([CH3:23])([CH3:21])[CH3:22], predict the reactants needed to synthesize it. (6) The reactants are: [OH-].[K+].[C:3]([C:6]1[N:11]=[C:10]([C:12]2[CH:17]=[CH:16][C:15]([C:18]3[C:23]([F:24])=[CH:22][C:21]([C:25]4([C:28]([O:30]C)=[O:29])[CH2:27][CH2:26]4)=[CH:20][C:19]=3[F:32])=[CH:14][CH:13]=2)[C:9]([CH3:33])=[N:8][C:7]=1[CH3:34])(=[O:5])[NH2:4].C(O)(=O)C. Given the product [C:3]([C:6]1[N:11]=[C:10]([C:12]2[CH:13]=[CH:14][C:15]([C:18]3[C:23]([F:24])=[CH:22][C:21]([C:25]4([C:28]([OH:30])=[O:29])[CH2:26][CH2:27]4)=[CH:20][C:19]=3[F:32])=[CH:16][CH:17]=2)[C:9]([CH3:33])=[N:8][C:7]=1[CH3:34])(=[O:5])[NH2:4], predict the reactants needed to synthesize it. (7) Given the product [CH:27]1([CH2:30][N:14]([CH2:13][CH2:12][CH2:11][C:5]2[C:4]3[C:8](=[CH:9][CH:10]=[C:2]([F:1])[CH:3]=3)[NH:7][CH:6]=2)[CH:15]2[CH2:24][C:23]3[C:18](=[CH:19][CH:20]=[CH:21][C:22]=3[O:25][CH3:26])[O:17][CH2:16]2)[CH2:29][CH2:28]1, predict the reactants needed to synthesize it. The reactants are: [F:1][C:2]1[CH:3]=[C:4]2[C:8](=[CH:9][CH:10]=1)[NH:7][CH:6]=[C:5]2[CH2:11][CH2:12][CH2:13][NH:14][CH:15]1[CH2:24][C:23]2[C:18](=[CH:19][CH:20]=[CH:21][C:22]=2[O:25][CH3:26])[O:17][CH2:16]1.[CH:27]1([CH:30]=O)[CH2:29][CH2:28]1.C(O)(=O)C.C([BH3-])#N.[Na+]. (8) Given the product [F:23][C:17]1[C:16]2[C:11](=[CH:12][CH:13]=[CH:14][CH:15]=2)[N:10]=[C:9]([C:6]2[CH:7]=[CH:8][C:3]([N:2]([CH3:22])[CH3:1])=[N:4][CH:5]=2)[CH:18]=1, predict the reactants needed to synthesize it. The reactants are: [CH3:1][N:2]([CH3:22])[C:3]1[CH:8]=[CH:7][C:6]([C:9]2[CH:18]=[C:17]([N+]([O-])=O)[C:16]3[C:11](=[CH:12][CH:13]=[CH:14][CH:15]=3)[N:10]=2)=[CH:5][N:4]=1.[F-:23].[K+]. (9) Given the product [OH:31][C:27]1[CH:26]=[C:25]([CH:30]=[CH:29][CH:28]=1)[CH2:24][N:11]([C:8]1[CH:7]=[CH:6][C:5]([O:4][CH2:3][CH2:2][N:38]2[CH2:43][CH2:42][CH2:41][CH2:40][CH2:39]2)=[CH:10][CH:9]=1)[S:12]([C:15]1[C:20]([CH3:21])=[CH:19][C:18]([CH3:22])=[CH:17][C:16]=1[CH3:23])(=[O:14])=[O:13], predict the reactants needed to synthesize it. The reactants are: Br[CH2:2][CH2:3][O:4][C:5]1[CH:10]=[CH:9][C:8]([N:11]([CH2:24][C:25]2[CH:30]=[CH:29][CH:28]=[C:27]([O:31]C3CCCCO3)[CH:26]=2)[S:12]([C:15]2[C:20]([CH3:21])=[CH:19][C:18]([CH3:22])=[CH:17][C:16]=2[CH3:23])(=[O:14])=[O:13])=[CH:7][CH:6]=1.[NH:38]1[CH2:43][CH2:42][CH2:41][CH2:40][CH2:39]1. (10) Given the product [C:43]([O:41][CH2:40][C@H:21]1[CH2:20][C@@H:19]([O:18][Si:1]([C:14]([CH3:16])([CH3:17])[CH3:15])([C:2]2[CH:7]=[CH:6][CH:5]=[CH:4][CH:3]=2)[C:8]2[CH:13]=[CH:12][CH:11]=[CH:10][CH:9]=2)[CH2:24][CH2:23][C@@:22]1([C@H:26]1[CH2:34][CH2:33][C@@:32]2([CH3:35])[C@@H:28]([CH2:29][CH2:30][C@@:31]2([OH:36])[CH3:37])[C@@H:27]1[CH2:38][OH:39])[CH3:25])(=[O:44])[CH3:42], predict the reactants needed to synthesize it. The reactants are: [Si:1]([O:18][C@H:19]1[CH2:24][CH2:23][C@@:22]([C@H:26]2[CH2:34][CH2:33][C@@:32]3([CH3:35])[C@@H:28]([CH2:29][CH2:30][C@:31]3([CH3:37])[OH:36])[C@@H:27]2[CH2:38][OH:39])([CH3:25])[C@@H:21]([CH2:40][OH:41])[CH2:20]1)([C:14]([CH3:17])([CH3:16])[CH3:15])([C:8]1[CH:13]=[CH:12][CH:11]=[CH:10][CH:9]=1)[C:2]1[CH:7]=[CH:6][CH:5]=[CH:4][CH:3]=1.[CH3:42][C:43](OC(C)=O)=[O:44].CCOC(C)=O.